From a dataset of Catalyst prediction with 721,799 reactions and 888 catalyst types from USPTO. Predict which catalyst facilitates the given reaction. (1) Reactant: C([O-])=O.[NH4+].Br[C:6]1[CH:11]=[CH:10][C:9]([N:12]2[CH:16]=[C:15]([NH:17][C:18]([NH2:20])=[O:19])[C:14]([C:21]([NH2:23])=[O:22])=[N:13]2)=[C:8]([CH2:24][CH3:25])[CH:7]=1. Product: [CH2:24]([C:8]1[CH:7]=[CH:6][CH:11]=[CH:10][C:9]=1[N:12]1[CH:16]=[C:15]([NH:17][C:18]([NH2:20])=[O:19])[C:14]([C:21]([NH2:23])=[O:22])=[N:13]1)[CH3:25]. The catalyst class is: 29. (2) Reactant: [NH:1]1[C:9]2[C:4](=[CH:5][CH:6]=[CH:7][CH:8]=2)[C:3]([CH2:10][C:11]([O:13][CH3:14])=[O:12])=[CH:2]1.C([SiH](CC)CC)C. Product: [NH:1]1[C:9]2[C:4](=[CH:5][CH:6]=[CH:7][CH:8]=2)[CH:3]([CH2:10][C:11]([O:13][CH3:14])=[O:12])[CH2:2]1. The catalyst class is: 55.